Task: Predict which catalyst facilitates the given reaction.. Dataset: Catalyst prediction with 721,799 reactions and 888 catalyst types from USPTO (1) Reactant: [CH3:1][S:2]([N:5]1[CH2:10][CH2:9][C:8](=[O:11])[CH2:7][CH2:6]1)(=[O:4])=[O:3].[C-:12]#[N:13].[K+]. Product: [OH:11][C:8]1([C:12]#[N:13])[CH2:7][CH2:6][N:5]([S:2]([CH3:1])(=[O:4])=[O:3])[CH2:10][CH2:9]1. The catalyst class is: 15. (2) Reactant: [H-].[Na+].[O:3]1[C:7]2[CH:8]=[CH:9][C:10]([C:12]3([C:15]([NH:17][C:18]4[CH:19]=[CH:20][C:21]([CH3:35])=[C:22]([C:24]5[CH:29]=[CH:28][C:27]([C:30]([N:32]([CH3:34])[CH3:33])=[O:31])=[CH:26][CH:25]=5)[CH:23]=4)=[O:16])[CH2:14][CH2:13]3)=[CH:11][C:6]=2[O:5][CH2:4]1.IC. Product: [O:3]1[C:7]2[CH:8]=[CH:9][C:10]([C:12]3([C:15]([NH:17][C:18]4[CH:19]=[CH:20][C:21]([CH2:35][O:3][CH:7]([CH3:8])[CH3:6])=[C:22]([C:24]5[CH:25]=[CH:26][C:27]([C:30]([N:32]([CH3:34])[CH3:33])=[O:31])=[CH:28][CH:29]=5)[CH:23]=4)=[O:16])[CH2:14][CH2:13]3)=[CH:11][C:6]=2[O:5][CH2:4]1. The catalyst class is: 213. (3) Reactant: C([O:4][CH2:5][C@@H:6]1[C@@H:11]([O:12]C(=O)C)[C@H:10]([O:16]C(=O)C)[C@H:9]([O:20]C(=O)C)[C@@H:8]([C:24]2[CH:29]=[CH:28][CH:27]=[C:26]([C:30]#[C:31][C:32]3[CH:37]=[CH:36][CH:35]=[CH:34][CH:33]=3)[CH:25]=2)[O:7]1)(=O)C.C[O-].[Na+]. Product: [OH:4][CH2:5][C@@H:6]1[C@@H:11]([OH:12])[C@H:10]([OH:16])[C@H:9]([OH:20])[C@@H:8]([C:24]2[CH:29]=[CH:28][CH:27]=[C:26]([C:30]#[C:31][C:32]3[CH:37]=[CH:36][CH:35]=[CH:34][CH:33]=3)[CH:25]=2)[O:7]1. The catalyst class is: 5. (4) Reactant: [Cl:1][C:2]1[CH:3]=[CH:4][C:5]([O:17][CH2:18][C:19]2[CH:24]=[CH:23][CH:22]=[CH:21][CH:20]=2)=[C:6]([CH2:8][C:9]2[S:10][CH:11]=[C:12]([C:14](O)=[O:15])[N:13]=2)[CH:7]=1.[N:25]1([O-])C2C=CC=CC=2N=N1.[NH4+].CN(C)CCCN=C=NCC.CN1CCOCC1. Product: [Cl:1][C:2]1[CH:3]=[CH:4][C:5]([O:17][CH2:18][C:19]2[CH:24]=[CH:23][CH:22]=[CH:21][CH:20]=2)=[C:6]([CH2:8][C:9]2[S:10][CH:11]=[C:12]([C:14]([NH2:25])=[O:15])[N:13]=2)[CH:7]=1. The catalyst class is: 4. (5) The catalyst class is: 14. Product: [NH2:20][C:17]1[CH:18]=[C:19]2[C:14](=[C:15]([C:23]([F:24])([F:25])[F:26])[CH:16]=1)[N:13]=[CH:12][C:11]([C:27]#[N:28])=[C:10]2[NH:9][C:4]1[CH:5]=[CH:6][C:7]([F:8])=[C:2]([Cl:1])[CH:3]=1. Reactant: [Cl:1][C:2]1[CH:3]=[C:4]([NH:9][C:10]2[C:19]3[C:14](=[C:15]([C:23]([F:26])([F:25])[F:24])[CH:16]=[C:17]([N+:20]([O-])=O)[CH:18]=3)[N:13]=[CH:12][C:11]=2[C:27]#[N:28])[CH:5]=[CH:6][C:7]=1[F:8].O.O.[Sn](Cl)(Cl)(Cl)Cl.[N+](C1C=CC2C(=CC=CC=2)N=1)([O-])=O.C([O-])(O)=O.[Na+]. (6) Product: [NH:10]1[C:11]2[C:7](=[CH:6][CH:5]=[C:4]([CH:22]=[O:23])[CH:12]=2)[CH:8]=[N:9]1. Reactant: [H-].[Na+].Br[C:4]1[CH:12]=[C:11]2[C:7]([CH:8]=[N:9][NH:10]2)=[CH:6][CH:5]=1.[Li]C(CC)C.[NH4+].[Cl-].C1C[O:23][CH2:22]C1. The catalyst class is: 3. (7) The catalyst class is: 10. Reactant: [CH3:1][O:2][C:3](=[O:17])[C:4]([S:7][C:8]1[CH:13]=[C:12]([CH3:14])[C:11]([OH:15])=[CH:10][C:9]=1[CH3:16])([CH3:6])[CH3:5].[Br:18][CH2:19][CH2:20]Br.C(=O)([O-])[O-].[K+].[K+]. Product: [CH3:1][O:2][C:3](=[O:17])[C:4]([S:7][C:8]1[CH:13]=[C:12]([CH3:14])[C:11]([O:15][CH2:20][CH2:19][Br:18])=[CH:10][C:9]=1[CH3:16])([CH3:6])[CH3:5].